This data is from Reaction yield outcomes from USPTO patents with 853,638 reactions. The task is: Predict the reaction yield, written as a fraction of the theoretical maximum amount of product (1.0 means a 100% yield; for example, 0.34 means a 34% yield). (1) The reactants are [Br:1][C:2]1[CH:7]=[C:6]2[NH:8][CH2:9][C:10]3([CH2:15][CH2:14][O:13][CH2:12][CH2:11]3)[C:5]2=[CH:4][CH:3]=1.Cl[C:17]1[C:22]([Cl:23])=[CH:21][N:20]=[C:19]([NH2:24])[N:18]=1.[OH-].[Na+]. The catalyst is Cl. The product is [Br:1][C:2]1[CH:7]=[C:6]2[N:8]([C:17]3[C:22]([Cl:23])=[CH:21][N:20]=[C:19]([NH2:24])[N:18]=3)[CH2:9][C:10]3([CH2:15][CH2:14][O:13][CH2:12][CH2:11]3)[C:5]2=[CH:4][CH:3]=1. The yield is 0.794. (2) The reactants are C[NH:2]N.C[CH2:5][N:6]([CH:10]([CH3:12])[CH3:11])[CH:7](C)C.O.O.O.[Cl-].[CH3:17][C:18]1[SH+:19][CH:20]=[CH:21][CH:22]=[CH:23][CH:24]=[CH:25][CH:26]=1.CNN.[C:30]([O:33]C(=O)C)(=O)[CH3:31].C[CH2:38][N:39]([CH:43](C)C)C(C)C. The catalyst is C(#N)C. The product is [CH3:38][N:39]([CH3:43])[C:25]1[CH:24]=[CH:23][C:17]2[N:2]([C:30](=[O:33])[CH3:31])[C:21]3[C:20]([S:19][C:18]=2[CH:26]=1)=[CH:12][C:10]([N:6]([CH3:5])[CH3:7])=[CH:11][CH:22]=3. The yield is 0.640. (3) The product is [O:1]1[CH:5]=[CH:4][CH:3]=[C:2]1[C:6]1[N:10]([C:11]2[CH:12]=[C:13]([CH:17]3[CH2:22][CH2:21][NH:20][CH2:19][CH2:18]3)[CH:14]=[CH:15][CH:16]=2)[N:9]=[C:8]([C:33]([F:34])([F:35])[F:36])[CH:7]=1. The yield is 1.00. The catalyst is CO.[Pd]. The reactants are [O:1]1[CH:5]=[CH:4][CH:3]=[C:2]1[C:6]1[N:10]([C:11]2[CH:12]=[C:13]([C:17]3[CH2:22][CH2:21][N:20](C(OCC4C=CC=CC=4)=O)[CH2:19][CH:18]=3)[CH:14]=[CH:15][CH:16]=2)[N:9]=[C:8]([C:33]([F:36])([F:35])[F:34])[CH:7]=1.[H][H]. (4) The reactants are [NH2:1][C:2]1[C:3]2[N:4]([C:8]([C@@H:26]3[CH2:30][CH2:29][CH2:28][NH:27]3)=[N:9][C:10]=2[C:11]2[CH:25]=[CH:24][C:14]([C:15]([NH:17][C:18]3[CH:23]=[CH:22][CH:21]=[CH:20][N:19]=3)=[O:16])=[CH:13][CH:12]=2)[CH:5]=[CH:6][N:7]=1.[OH:31][C:32]([CH3:39])([CH3:38])[C:33]#[C:34][C:35](O)=[O:36]. No catalyst specified. The product is [NH2:1][C:2]1[C:3]2[N:4]([C:8]([C@@H:26]3[CH2:30][CH2:29][CH2:28][N:27]3[C:35](=[O:36])[C:34]#[C:33][C:32]([OH:31])([CH3:39])[CH3:38])=[N:9][C:10]=2[C:11]2[CH:25]=[CH:24][C:14]([C:15]([NH:17][C:18]3[CH:23]=[CH:22][CH:21]=[CH:20][N:19]=3)=[O:16])=[CH:13][CH:12]=2)[CH:5]=[CH:6][N:7]=1. The yield is 0.251. (5) The reactants are Br[C:2]1[CH:8]=[C:7]([N+:9]([O-:11])=[O:10])[C:6]([F:12])=[CH:5][C:3]=1[NH2:4].[CH3:13][C:14]([CH3:18])([CH3:17])[C:15]#[CH:16].CCN(CC)CC. The catalyst is C1(C)C=CC=CC=1.O.[Cu]I.Cl[Pd](Cl)([P](C1C=CC=CC=1)(C1C=CC=CC=1)C1C=CC=CC=1)[P](C1C=CC=CC=1)(C1C=CC=CC=1)C1C=CC=CC=1. The product is [CH3:13][C:14]([CH3:18])([CH3:17])[C:15]#[C:16][C:2]1[CH:8]=[C:7]([N+:9]([O-:11])=[O:10])[C:6]([F:12])=[CH:5][C:3]=1[NH2:4]. The yield is 0.460. (6) The reactants are [S:1]1[CH:5]=[CH:4][CH:3]=[C:2]1[CH2:6][C:7]([O:9][CH3:10])=[O:8].[Al+3].[Cl-].[Cl-].[Cl-].[Br:15]Br.O. The catalyst is C(Cl)(Cl)Cl. The product is [Br:15][C:4]1[CH:3]=[C:2]([CH2:6][C:7]([O:9][CH3:10])=[O:8])[S:1][CH:5]=1. The yield is 0.410.